Regression. Given a target protein amino acid sequence and a drug SMILES string, predict the binding affinity score between them. We predict pKi (pKi = -log10(Ki in M); higher means stronger inhibition). Dataset: bindingdb_ki. From a dataset of Drug-target binding data from BindingDB using Ki measurements. (1) The small molecule is O=C(COc1ccccc1)NC(CC(=O)OCc1ccccc1)(CC(=O)OCc1ccccc1)C(=O)OCc1ccccc1. The target protein (P14489) has sequence MKTFAAYVIIACLSSTALAGSITENTSWNKEFSAEAVNGVFVLCKSSSKSCATNDLARASKEYLPASTFKIPNAIIGLETGVIKNEHQVFKWDGKPRAMKQWERDLTLRGAIQVSAVPVFQQIAREVGEVRMQKYLKKFSYGNQNISGGIDKFWLEGQLRISAVNQVEFLESLYLNKLSASKENQLIVKEALVTEAAPEYLVHSKTGFSGVGTESNPGVAWWVGWVEKETEVYFFAFNMDIDNESKLPLRKSIPTKIMESEGIIGG. The pKi is 4.7. (2) The pKi is 6.8. The small molecule is C=CCNc1nc(N2CCC(NCC3c4ccccc4C=Cc4ccccc43)CC2)nc2c1ncn2CC=C. The target protein sequence is VPTTAKLKIDEFESNVNEVKDPYPSADFPGDDEEDEPEIPASPRPRPLAELQLKEKAVPIPEASSFFIFSPTNKIRVLCHRIVNATWFTNFILLFILLSSAALAAEDPIRADSMRNQILEYFDYVFTAVFTVEIVLKMTTYGAFLHKGSFCRNYFNILDLLVVAVSLISMGLESSAISVVKILRVLRVLRPLRAINRAKGLKHVVQCVFVAIRTIGNIVLVTTLLQFMFACIGVQLFKGKFYSCNDLSKMTEEECRGYYYIYKDGDPTQIELRPRQWIHNDFHFDNVLSAMMSLFTVSTFEGWPQLLYKAIDSNEEDTGPVYNNRVEMAIFFIIYIILIAFFMMNIFVGFVIVTFQEQGETEYKNCELDKNQRQCVQYALKARPLRCYIPKNPYQYQVWYVVTSSYFEYLMFALIMLNTICLGMQHYNQSEQMNHISDILNVAFTIIFTLEMILKLIAFKPRGYFGDPWNVFDFLIVIGSIIDVILSEIDTLLASSGGLY.... (3) The compound is Cc1cc2c(s1)=Nc1ccccc1NC=2N1CCN(C)CC1. The target protein (P31388) has sequence MVPEPGPVNSSTPAWGPGPPPAPGGSGWVAAALCVVIVLTAAANSLLIVLICTQPALRNTSNFFLVSLFTSDLMVGLVVMPPAMLNALYGRWVLARGLCLLWTAFDVMCCSASILNLCLISLDRYLLILSPLRYKLRMTAPRALALILGAWSLAALASFLPLLLGWHELGKARTPAPGQCRLLASLPFVLVASGVTFFLPSGAICFTYCRILLAARKQAVQVASLTTGTAGQALETLQVPRTPRPGMESADSRRLATKHSRKALKASLTLGILLGMFFVTWLPFFVANIAQAVCDCISPGLFDVLTWLGYCNSTMNPIIYPLFMRDFKRALGRFLPCVHCPPEHRPALPPPPCGPLTAVPDQASACSRCCLCLCRQTQIQTPLQGAPRACSSQPSFCCLERPPGTPRHPPGPPLWSTSLSQTLWSLRYGRIHSVPP. The pKi is 7.6. (4) The compound is CC(C)Oc1ccccc1N1CCN(Cc2cccc(C(=O)N3CCCCC3)c2)CC1. The target protein (P25115) has sequence MLPPGRNRTAQPARLGLQRQLAQVDAPAGSATPLGPAQVVTAGLLTLLIVWTLLGNVLVCAAIVRSRHLRAKMTNIFIVSLAVSDLFVALLVMPWKAVAEVAGYWPFGTFCDIWVAFDIMCSTASILNLCIISVDRYWAISRPFRYERKMTQRVALVMVGLAWTLSILISFIPVQLNWHRDKAGSQGQEGLLSNGTPWEEGWELEGRTENCDSSLNRTYAISSSLISFYIPVAIMIVTYTRIYRIAQVQIRRISSLERAAEHAQSCRSRGAYEPDPSLRASIKKETKVFKTLSMIMGVFVCCWLPFFILNCMVPFCSSGDAEGPKTGFPCVSETTFDIFVWFGWANSSLNPIIYAFNADFRKVFAQLLGCSHFCFRTPVQTVNISNELISYNQDTVFHKEIATAYVHMIPNAVSSGDREVGEEEEEGPFDHMSQISPTTPDGDLAAESVWELDCEEEVSLGKISPLTPNCFDKTA. The pKi is 5.3. (5) The drug is CC(C)c1ncc(C[C@H](NC(=O)[C@@H]2CCC(=O)C2)C(=O)N2CCC[C@H]2C(N)=O)[nH]1. The target protein sequence is MDGPSNVSLIHGDTTLGLPEYKVVSVFLVLLVCTLGIVGNAMVILVVLTSRDMHTPTNCYLVSLALADLLVLLAAGLPNVSDSLVGHWIYGRAGCLGITYFQYLGINVSSFSILAFTVERYIAICHPLRAQTVCTVARAKRIIAGIWGVTSLYCLLWFFLVDLNVRDNQRLECGYKVPRGLYLPIYLLDFAVFFIGPLLVTLVLYGLIGRILFQSPLSQEAWQKERQPHGQSEAAPGNCSRAKSSRKQATRMLAVVVLLFAVLWTPYRTLVLLNSFVAQPFLDPWVLLFCRTCVYTNSAVNPVVYSLMSQKFRAAFLKLCWCRAAGPQRRAARVLTSNYSAAQETSEGTEKM. The pKi is 4.0. (6) The drug is CC(=O)NCCNC(=O)[C@H]1OC(n2cnc3c(N)ncnc32)[C@H](O)[C@@H]1O. The target protein (Q6Y1R5) has sequence MIETLDSPANDSDFLDYITALENCTDEQISFKMQYLPVIYSIIFLVGFPGNTVAISIYVFKMRPWKSSTIIMLNLALTDLLYLTSLPFLIHYYASGENWIFGDFMCKFIRFGFHFNLYSSILFLTCFSLFRYIVIIHPMSCFSIQKTRWAVVACAGVWVISLVAVMPMTFLITSTTRTNRSACLDLTSSDDLTTIKWYNLILTATTFCLPLLIVTLCYTTIISTLTHGPRTHSCFKQKARRLTILLLLVFYVCFLPFHILRVIRIESRLLSISCSIESHIHEAYIVSRPLAALNTFGNLLLYVVVSNNFQQAFCSAVRCKAIGDLEQAKKDSCSNNP. The pKi is 7.3. (7) The compound is COc1cc(OC2CCN(Cc3cccnc3C)CC2)ccc1C(=O)N1CCC(N2C(=O)OCc3ccccc32)CC1. The target protein (P70536) has sequence MEGTPAANWSVELDLGSGVPPGEEGNRTAGPPQRNEALARVEVAVLCLILFLALSGNACVLLALRTTRHKHSRLFFFMKHLSIADLVVAVFQVLPQLLWDITFRFYGPDLLCRLVKYLQVVGMFASTYLLLLMSLDRCLAICQPLRSLRRRTDRLAVLGTWLGCLVASAPQVHIFSLREVADGVFDCWAVFIQPWGPKAYVTWITLAVYIVPVIVLAACYGLISFKIWQNLRLKTAAAAAAAEGNDAAGGAGRAALARVSSVKLISKAKIRTVKMTFIIVLAFIVCWTPFFFVQMWSVWDVNAPKEASAFIIAMLLASLNSCCNPWIYMLFTGHLFHELVQRFFCCSARYLKGSRPGETSVSKKSNSSTFVLSRRSSSQRSCSQPSSA. The pKi is 7.6.